From a dataset of Full USPTO retrosynthesis dataset with 1.9M reactions from patents (1976-2016). Predict the reactants needed to synthesize the given product. The reactants are: [O:1]=[C:2]1[C:7]([CH2:8][C:9]2[CH:14]=[CH:13][C:12]([C:15]3[C:16]([C:21]#[N:22])=[CH:17][CH:18]=[CH:19][CH:20]=3)=[CH:11][CH:10]=2)=[C:6]([CH2:23][CH2:24][CH3:25])[N:5]2[N:26]=[CH:27][N:28]=[C:4]2[N:3]1[CH:29]1[CH2:34][CH2:33][NH:32][CH2:31][CH2:30]1.[O:35]1[CH2:40][CH2:39][CH2:38][CH2:37][CH2:36]1.O1C=CC(=O)C=C1.C(O[BH-](OC(=O)C)OC(=O)C)(=O)C.[Na+]. Given the product [O:1]=[C:2]1[C:7]([CH2:8][C:9]2[CH:10]=[CH:11][C:12]([C:15]3[C:16]([C:21]#[N:22])=[CH:17][CH:18]=[CH:19][CH:20]=3)=[CH:13][CH:14]=2)=[C:6]([CH2:23][CH2:24][CH3:25])[N:5]2[N:26]=[CH:27][N:28]=[C:4]2[N:3]1[CH:29]1[CH2:30][CH2:31][N:32]([CH:38]2[CH2:39][CH2:40][O:35][CH2:36][CH2:37]2)[CH2:33][CH2:34]1, predict the reactants needed to synthesize it.